From a dataset of Peptide-MHC class I binding affinity with 185,985 pairs from IEDB/IMGT. Regression. Given a peptide amino acid sequence and an MHC pseudo amino acid sequence, predict their binding affinity value. This is MHC class I binding data. (1) The peptide sequence is LPRIALVRL. The MHC is HLA-A03:01 with pseudo-sequence HLA-A03:01. The binding affinity (normalized) is 0. (2) The binding affinity (normalized) is 0.806. The peptide sequence is LPRRSLKAF. The MHC is HLA-B35:01 with pseudo-sequence HLA-B35:01. (3) The peptide sequence is RRWRRRWQQL. The MHC is Mamu-A07 with pseudo-sequence Mamu-A07. The binding affinity (normalized) is 0.152. (4) The peptide sequence is YPLSIPATL. The MHC is HLA-B35:01 with pseudo-sequence HLA-B35:01. The binding affinity (normalized) is 0.761. (5) The peptide sequence is NSDDYTADE. The MHC is HLA-B40:01 with pseudo-sequence HLA-B40:01. The binding affinity (normalized) is 0.0847. (6) The peptide sequence is AMILMSPLV. The MHC is H-2-Db with pseudo-sequence H-2-Db. The binding affinity (normalized) is 0. (7) The peptide sequence is IAIPAHVRL. The MHC is HLA-B07:02 with pseudo-sequence HLA-B07:02. The binding affinity (normalized) is 0.164. (8) The peptide sequence is SPKIDRGWV. The MHC is HLA-A23:01 with pseudo-sequence HLA-A23:01. The binding affinity (normalized) is 0.0847.